Dataset: NCI-60 drug combinations with 297,098 pairs across 59 cell lines. Task: Regression. Given two drug SMILES strings and cell line genomic features, predict the synergy score measuring deviation from expected non-interaction effect. (1) Drug 1: CCN(CC)CCNC(=O)C1=C(NC(=C1C)C=C2C3=C(C=CC(=C3)F)NC2=O)C. Drug 2: C1CCC(C(C1)[NH-])[NH-].C(=O)(C(=O)[O-])[O-].[Pt+4]. Cell line: NCIH23. Synergy scores: CSS=59.9, Synergy_ZIP=-3.52, Synergy_Bliss=-5.13, Synergy_Loewe=-8.46, Synergy_HSA=1.03. (2) Drug 1: C1CCC(CC1)NC(=O)N(CCCl)N=O. Drug 2: C1C(C(OC1N2C=C(C(=O)NC2=O)F)CO)O. Cell line: SK-MEL-2. Synergy scores: CSS=25.8, Synergy_ZIP=-4.63, Synergy_Bliss=-1.92, Synergy_Loewe=-16.2, Synergy_HSA=-1.75. (3) Drug 1: CNC(=O)C1=CC=CC=C1SC2=CC3=C(C=C2)C(=NN3)C=CC4=CC=CC=N4. Drug 2: C1=NC2=C(N1)C(=S)N=CN2. Cell line: SF-539. Synergy scores: CSS=14.3, Synergy_ZIP=-14.4, Synergy_Bliss=-23.7, Synergy_Loewe=-21.1, Synergy_HSA=-19.8. (4) Drug 1: CC1=C(C=C(C=C1)C(=O)NC2=CC(=CC(=C2)C(F)(F)F)N3C=C(N=C3)C)NC4=NC=CC(=N4)C5=CN=CC=C5. Drug 2: CCC1(CC2CC(C3=C(CCN(C2)C1)C4=CC=CC=C4N3)(C5=C(C=C6C(=C5)C78CCN9C7C(C=CC9)(C(C(C8N6C)(C(=O)OC)O)OC(=O)C)CC)OC)C(=O)OC)O.OS(=O)(=O)O. Cell line: UACC-257. Synergy scores: CSS=-0.865, Synergy_ZIP=5.45, Synergy_Bliss=-0.617, Synergy_Loewe=-1.36, Synergy_HSA=-2.26. (5) Drug 1: CC(C)CN1C=NC2=C1C3=CC=CC=C3N=C2N. Drug 2: C(CN)CNCCSP(=O)(O)O. Cell line: COLO 205. Synergy scores: CSS=1.54, Synergy_ZIP=-2.55, Synergy_Bliss=-5.60, Synergy_Loewe=-1.96, Synergy_HSA=-4.71. (6) Drug 1: CC1C(C(CC(O1)OC2CC(CC3=C2C(=C4C(=C3O)C(=O)C5=C(C4=O)C(=CC=C5)OC)O)(C(=O)C)O)N)O.Cl. Drug 2: CC12CCC3C(C1CCC2O)C(CC4=C3C=CC(=C4)O)CCCCCCCCCS(=O)CCCC(C(F)(F)F)(F)F. Cell line: SF-295. Synergy scores: CSS=22.1, Synergy_ZIP=-2.93, Synergy_Bliss=-4.18, Synergy_Loewe=-14.1, Synergy_HSA=-3.82. (7) Drug 1: C1CCN(CC1)CCOC2=CC=C(C=C2)C(=O)C3=C(SC4=C3C=CC(=C4)O)C5=CC=C(C=C5)O. Drug 2: C1CCC(C1)C(CC#N)N2C=C(C=N2)C3=C4C=CNC4=NC=N3. Cell line: UO-31. Synergy scores: CSS=16.3, Synergy_ZIP=-3.65, Synergy_Bliss=0.286, Synergy_Loewe=1.36, Synergy_HSA=2.03.